This data is from Forward reaction prediction with 1.9M reactions from USPTO patents (1976-2016). The task is: Predict the product of the given reaction. (1) Given the reactants [CH2:1]([C:3]1[N:18]([C@@H:19]2[C:27]3[C:22](=[CH:23][C:24]([C:28]4[CH:33]=[CH:32][CH:31]=[CH:30][C:29]=4[C:34]4[N:38](C(C5C=CC=CC=5)(C5C=CC=CC=5)C5C=CC=CC=5)[N:37]=[N:36][N:35]=4)=[CH:25][CH:26]=3)[CH2:21][CH2:20]2)[C:6]2=[N:7][C:8]([C:12](=[O:17])[CH2:13][CH:14]([CH3:16])[CH3:15])=[CH:9][C:10]([CH3:11])=[C:5]2[N:4]=1)[CH3:2], predict the reaction product. The product is: [NH:38]1[C:34]([C:29]2[CH:30]=[CH:31][CH:32]=[CH:33][C:28]=2[C:24]2[CH:23]=[C:22]3[C:27](=[CH:26][CH:25]=2)[C@@H:19]([N:18]2[C:6]4=[N:7][C:8]([C:12](=[O:17])[CH2:13][CH:14]([CH3:15])[CH3:16])=[CH:9][C:10]([CH3:11])=[C:5]4[N:4]=[C:3]2[CH2:1][CH3:2])[CH2:20][CH2:21]3)=[N:35][N:36]=[N:37]1. (2) Given the reactants C([C@@:8]([NH2:17])([C:11]1[CH:16]=[CH:15][CH:14]=[CH:13][CH:12]=1)[CH2:9][NH2:10])(OC(C)(C)C)=O.[C:18]1(=[O:28])[O:23][C:21](=O)[C:20]2=[CH:24][CH:25]=[CH:26][CH:27]=[C:19]12, predict the reaction product. The product is: [CH2:21]([O:23][C:18]([NH:17][C@H:8]([C:11]1[CH:12]=[CH:13][CH:14]=[CH:15][CH:16]=1)[CH2:9][N:10]1[C:18](=[O:28])[C:19]2=[CH:27][CH:26]=[CH:25][CH:24]=[C:20]2[C:21]1=[O:23])=[O:28])[CH2:20][CH2:19][CH3:27]. (3) Given the reactants [CH3:1][C:2]1([CH3:9])[O:6][CH:5]([CH2:7][OH:8])[CH2:4][O:3]1.[OH-].[K+].[CH2:12](Br)[CH2:13][CH2:14][CH2:15][CH2:16][CH2:17][CH2:18][CH2:19][CH2:20][CH2:21][CH2:22][CH2:23][CH2:24][CH2:25][CH2:26][CH3:27].[CH:29]1[CH:34]=[CH:33][CH:32]=[CH:31][CH:30]=1, predict the reaction product. The product is: [CH2:12]([O:8][CH2:7][CH:5]([CH2:4][O:3][C:2]([C:9]1[CH:21]=[CH:20][CH:19]=[CH:18][CH:17]=1)([C:29]1[CH:34]=[CH:33][CH:32]=[CH:31][CH:30]=1)[C:1]1[CH:16]=[CH:15][CH:14]=[CH:13][CH:12]=1)[OH:6])[CH2:13][CH2:14][CH2:15][CH2:16][CH2:17][CH2:18][CH2:19][CH2:20][CH2:21][CH2:22][CH2:23][CH2:24][CH2:25][CH2:26][CH3:27].[CH2:2]([O:3][CH2:4][CH:5]([CH2:7][OH:8])[OH:6])[CH2:9][CH2:25][CH2:24][CH2:23][CH2:22][CH2:21][CH2:20][CH2:19][CH2:18][CH2:17][CH2:16][CH2:15][CH2:14][CH2:13][CH3:12]. (4) Given the reactants [Cl:1][C:2]1[N:7]=[C:6](Cl)[C:5]([CH2:9][N:10]([CH3:21])[C@@H:11]2[C:20]3[C:15](=[CH:16][CH:17]=[CH:18][CH:19]=3)[CH2:14][CH2:13][CH2:12]2)=[C:4]([CH3:22])[N:3]=1.[CH3:23][O-:24].[Na+], predict the reaction product. The product is: [Cl:1][C:2]1[N:7]=[C:6]([O:24][CH3:23])[C:5]([CH2:9][N:10]([CH3:21])[C@@H:11]2[C:20]3[C:15](=[CH:16][CH:17]=[CH:18][CH:19]=3)[CH2:14][CH2:13][CH2:12]2)=[C:4]([CH3:22])[N:3]=1. (5) Given the reactants [F:1][C:2]1[CH:7]=[CH:6][C:5]([C:8]2[C:17]3[C:12](=[CH:13][C:14]([CH2:18][N:19]4[CH:23]=[C:22]([CH:24]=[O:25])[CH:21]=[N:20]4)=[CH:15][CH:16]=3)[N:11]=[C:10]([C:26]([NH2:28])=[O:27])[CH:9]=2)=[CH:4][CH:3]=1.[CH:29]1([Mg]Br)[CH2:31][CH2:30]1, predict the reaction product. The product is: [CH:29]1([CH:24]([OH:25])[C:22]2[CH:21]=[N:20][N:19]([CH2:18][C:14]3[CH:13]=[C:12]4[C:17]([C:8]([C:5]5[CH:6]=[CH:7][C:2]([F:1])=[CH:3][CH:4]=5)=[CH:9][C:10]([C:26]([NH2:28])=[O:27])=[N:11]4)=[CH:16][CH:15]=3)[CH:23]=2)[CH2:31][CH2:30]1.